Dataset: Catalyst prediction with 721,799 reactions and 888 catalyst types from USPTO. Task: Predict which catalyst facilitates the given reaction. (1) Reactant: CN(C(ON1N=NC2C=CC=NC1=2)=[N+](C)C)C.F[P-](F)(F)(F)(F)F.[NH2:25][CH2:26][C:27]1[C:28]([F:44])=[C:29]([O:34][C:35]2[CH:36]=[C:37]([CH:40]=[C:41]([Cl:43])[CH:42]=2)[C:38]#[N:39])[C:30]([Cl:33])=[CH:31][CH:32]=1.[CH3:45][C:46]([O:49][C:50]([NH:52][C:53]1[CH:54]=[C:55]2[C:59](=[CH:60][CH:61]=1)[NH:58][C:57]([C:62](O)=[O:63])=[CH:56]2)=[O:51])([CH3:48])[CH3:47].C(N(C(C)C)CC)(C)C. Product: [Cl:33][C:30]1[CH:31]=[CH:32][C:27]([CH2:26][NH:25][C:62]([C:57]2[NH:58][C:59]3[C:55]([CH:56]=2)=[CH:54][C:53]([NH:52][C:50](=[O:51])[O:49][C:46]([CH3:47])([CH3:45])[CH3:48])=[CH:61][CH:60]=3)=[O:63])=[C:28]([F:44])[C:29]=1[O:34][C:35]1[CH:36]=[C:37]([C:38]#[N:39])[CH:40]=[C:41]([Cl:43])[CH:42]=1. The catalyst class is: 3. (2) Reactant: [CH3:1][C:2]([C:4]1[CH:9]=[CH:8][C:7]([NH2:10])=[CH:6][CH:5]=1)=[O:3].N1C=CC=CC=1.[S:17](Cl)([CH3:20])(=[O:19])=[O:18]. Product: [C:2]([C:4]1[CH:9]=[CH:8][C:7]([NH:10][S:17]([CH3:20])(=[O:19])=[O:18])=[CH:6][CH:5]=1)(=[O:3])[CH3:1]. The catalyst class is: 4. (3) Reactant: [CH2:1]([CH:8]1[CH2:13][CH2:12][NH:11][CH2:10][CH2:9]1)[C:2]1[CH:7]=[CH:6][CH:5]=[CH:4][CH:3]=1.C(N(C(C)C)CC)(C)C.[CH2:23]([O:25][C:26](=[O:29])[CH2:27]Br)[CH3:24]. Product: [CH2:1]([CH:8]1[CH2:13][CH2:12][N:11]([CH2:27][C:26]([O:25][CH2:23][CH3:24])=[O:29])[CH2:10][CH2:9]1)[C:2]1[CH:7]=[CH:6][CH:5]=[CH:4][CH:3]=1. The catalyst class is: 9. (4) Reactant: Cl[C:2]1[C:7]([Cl:8])=[CH:6][C:5]([N+:9]([O-:11])=[O:10])=[CH:4][N:3]=1.[OH:12][CH:13]1[CH2:18][CH2:17][NH:16][CH2:15][CH2:14]1.O. Product: [Cl:8][C:7]1[C:2]([N:16]2[CH2:17][CH2:18][CH:13]([OH:12])[CH2:14][CH2:15]2)=[N:3][CH:4]=[C:5]([N+:9]([O-:11])=[O:10])[CH:6]=1. The catalyst class is: 9. (5) Reactant: [CH2:1]([C@@:3]12[CH2:16][C@:15]([OH:18])([CH3:17])[C@:14]([OH:25])([C:19]3[CH:24]=[CH:23][CH:22]=[CH:21][CH:20]=3)[CH2:13][C@H:12]1[CH2:11][CH2:10][C:9]1[CH:8]=[C:7]([O:26][CH2:27][C:28](O)=[O:29])[CH:6]=[CH:5][C:4]2=1)[CH3:2].OC1C2N=NNC=2C=CC=1.[CH3:41][N:42]1[CH2:47][CH2:46][NH:45][CH2:44][CH2:43]1.C(N(C(C)C)CC)(C)C.Cl.CN(C)CCCN=C=NCC. Product: [CH2:1]([C@@:3]12[CH2:16][C@:15]([OH:18])([CH3:17])[C@:14]([OH:25])([C:19]3[CH:20]=[CH:21][CH:22]=[CH:23][CH:24]=3)[CH2:13][C@H:12]1[CH2:11][CH2:10][C:9]1[CH:8]=[C:7]([O:26][CH2:27][C:28]([N:45]3[CH2:46][CH2:47][N:42]([CH3:41])[CH2:43][CH2:44]3)=[O:29])[CH:6]=[CH:5][C:4]2=1)[CH3:2]. The catalyst class is: 4. (6) Reactant: [NH2:1][C:2]1[N:10]=[CH:9][CH:8]=[CH:7][C:3]=1[C:4]([OH:6])=O.ON1C2C=CC=CC=2N=N1.CCN=C=NCCCN(C)C.[F:32][C:33]([F:50])([F:49])[C:34]1[CH:48]=[CH:47][C:37]([O:38][C:39]2[CH:46]=[CH:45][C:42]([CH2:43][NH2:44])=[CH:41][CH:40]=2)=[CH:36][CH:35]=1.C(=O)(O)[O-].[Na+]. Product: [F:32][C:33]([F:49])([F:50])[C:34]1[CH:48]=[CH:47][C:37]([O:38][C:39]2[CH:46]=[CH:45][C:42]([CH2:43][NH:44][C:4](=[O:6])[C:3]3[CH:7]=[CH:8][CH:9]=[N:10][C:2]=3[NH2:1])=[CH:41][CH:40]=2)=[CH:36][CH:35]=1. The catalyst class is: 3. (7) Reactant: Br[C:2]1[CH:10]=[CH:9][CH:8]=[C:7]2[C:3]=1[C:4]1([C:26]3[CH:27]=[C:28]([F:32])[C:29]([F:31])=[CH:30][C:25]=3[O:24][CH2:23]1)[C:5](=[O:22])[N:6]2[CH2:11][C:12]([NH:14][C:15]1[CH:20]=[CH:19][CH:18]=[CH:17][C:16]=1[F:21])=[O:13].[N:33]1[CH:38]=[C:37](B(O)O)[CH:36]=[N:35][CH:34]=1.C(=O)([O-])[O-].[Na+].[Na+]. Product: [F:32][C:28]1[C:29]([F:31])=[CH:30][C:25]2[O:24][CH2:23][C:4]3([C:3]4[C:7](=[CH:8][CH:9]=[CH:10][C:2]=4[C:37]4[CH:38]=[N:33][CH:34]=[N:35][CH:36]=4)[N:6]([CH2:11][C:12]([NH:14][C:15]4[CH:20]=[CH:19][CH:18]=[CH:17][C:16]=4[F:21])=[O:13])[C:5]3=[O:22])[C:26]=2[CH:27]=1. The catalyst class is: 660.